From a dataset of Reaction yield outcomes from USPTO patents with 853,638 reactions. Predict the reaction yield, written as a fraction of the theoretical maximum amount of product (1.0 means a 100% yield; for example, 0.34 means a 34% yield). The reactants are O[CH2:2][C:3]1[C:11]2[S:10][C:9]([NH:12][C:13]3[C:18]([CH3:19])=[CH:17][C:16]([CH3:20])=[CH:15][C:14]=3[CH3:21])=[N:8][C:7]=2[CH:6]=[CH:5][CH:4]=1.N1C=CC=CC=1.P(Br)(Br)[Br:29]. The catalyst is ClCCl. The product is [Br:29][CH2:2][C:3]1[C:11]2[S:10][C:9]([NH:12][C:13]3[C:18]([CH3:19])=[CH:17][C:16]([CH3:20])=[CH:15][C:14]=3[CH3:21])=[N:8][C:7]=2[CH:6]=[CH:5][CH:4]=1. The yield is 0.570.